This data is from Reaction yield outcomes from USPTO patents with 853,638 reactions. The task is: Predict the reaction yield, written as a fraction of the theoretical maximum amount of product (1.0 means a 100% yield; for example, 0.34 means a 34% yield). The reactants are [O:1]=[C:2]1[CH:20]=[C:19]([CH:21]2[CH2:26][CH2:25][N:24](C(OC(C)(C)C)=O)[CH2:23][CH2:22]2)[N:5]2[N:6]=[C:7]3[C:12]([C:11]([C:13]4[CH:18]=[CH:17][N:16]=[CH:15][CH:14]=4)=[CH:10][CH:9]=[CH:8]3)=[C:4]2[NH:3]1.[ClH:34]. The catalyst is O1CCOCC1. The product is [ClH:34].[NH:24]1[CH2:25][CH2:26][CH:21]([C:19]2[N:5]3[N:6]=[C:7]4[C:12]([C:11]([C:13]5[CH:14]=[CH:15][N:16]=[CH:17][CH:18]=5)=[CH:10][CH:9]=[CH:8]4)=[C:4]3[NH:3][C:2](=[O:1])[CH:20]=2)[CH2:22][CH2:23]1. The yield is 0.970.